Dataset: Forward reaction prediction with 1.9M reactions from USPTO patents (1976-2016). Task: Predict the product of the given reaction. (1) Given the reactants [BH4-:1].[Na+].C(=O)(O)[O-].[Na+].[CH2:8]([N:10]1[CH2:15][CH2:14][CH2:13][CH2:12][CH2:11]1)[CH3:9].O, predict the reaction product. The product is: [CH2:8]([N:10]1[CH2:15][CH2:14][CH2:13][CH2:12][CH2:11]1)[CH3:9].[BH3:1]. (2) Given the reactants O1CCCC1.C(OC([N:13]([CH2:45][C:46]([O:48]C(C)(C)C)=[O:47])[C:14]1[CH:19]=[CH:18][CH:17]=[C:16]([CH:20]([CH2:31][C:32]2[CH:37]=[CH:36][C:35]([C:38]3([CH2:41][CH2:42][CH2:43][CH3:44])[CH2:40][CH2:39]3)=[CH:34][CH:33]=2)[NH:21][S:22]([C:25]2[CH:30]=[CH:29][N:28]=[CH:27][CH:26]=2)(=[O:24])=[O:23])[N:15]=1)=O)(C)(C)C.Cl, predict the reaction product. The product is: [CH2:41]([C:38]1([C:35]2[CH:34]=[CH:33][C:32]([CH2:31][CH:20]([NH:21][S:22]([C:25]3[CH:30]=[CH:29][N:28]=[CH:27][CH:26]=3)(=[O:23])=[O:24])[C:16]3[N:15]=[C:14]([NH:13][CH2:45][C:46]([OH:48])=[O:47])[CH:19]=[CH:18][CH:17]=3)=[CH:37][CH:36]=2)[CH2:40][CH2:39]1)[CH2:42][CH2:43][CH3:44]. (3) Given the reactants C(C1C=CN=C(C2C=C(C(C)(C)C)C=CN=2)C=1)(C)(C)C.[CH3:36][C:31]1([CH3:37])[C:32]([CH3:35])([CH3:34])[O:33][B:29]([B:29]2[O:33][C:32]([CH3:35])([CH3:34])[C:31]([CH3:37])([CH3:36])[O:30]2)[O:30]1.[Cl:39][C:40]1[CH:41]=[C:42]([CH:45]=[CH:46][CH:47]=1)[C:43]#[N:44], predict the reaction product. The product is: [Cl:39][C:40]1[CH:41]=[C:42]([CH:45]=[C:46]([B:29]2[O:30][C:31]([CH3:36])([CH3:37])[C:32]([CH3:34])([CH3:35])[O:33]2)[CH:47]=1)[C:43]#[N:44]. (4) Given the reactants [H-].[Al+3].[Li+].[H-].[H-].[H-].[F:7][C:8]([F:19])([F:18])[C@H:9]1[CH2:14][CH2:13][C@H:12]([C:15](O)=[O:16])[CH2:11][CH2:10]1.C(OCC)(=O)C, predict the reaction product. The product is: [F:7][C:8]([F:18])([F:19])[C@H:9]1[CH2:10][CH2:11][C@H:12]([CH2:15][OH:16])[CH2:13][CH2:14]1. (5) Given the reactants [Si]([O:8][CH2:9][CH2:10][C:11]([C:14]1[N:15]=[CH:16][N:17](C(C2C=CC=CC=2)(C2C=CC=CC=2)C2C=CC=CC=2)[CH:18]=1)([CH3:13])[CH3:12])(C(C)(C)C)(C)C.[Br:38][C:39]1[CH:46]=[CH:45][CH:44]=[CH:43][C:40]=1[CH2:41]Br.C(NCC)C.Cl.O1CCOCC1.C([O-])(O)=O.[Na+], predict the reaction product. The product is: [Br:38][C:39]1[CH:46]=[CH:45][CH:44]=[CH:43][C:40]=1[CH2:41][N:15]1[C:14]([C:11]([CH3:13])([CH3:12])[CH2:10][CH2:9][OH:8])=[CH:18][N:17]=[CH:16]1.